Dataset: Full USPTO retrosynthesis dataset with 1.9M reactions from patents (1976-2016). Task: Predict the reactants needed to synthesize the given product. (1) Given the product [CH3:1][C:2]([C:6]1[N:10]([CH2:11][CH:12]2[CH2:17][CH2:16][O:15][CH2:14][CH2:13]2)[C:9]2[CH:18]=[CH:19][C:20]([S:22]([N:26]3[CH:30]=[CH:29][C:28]([CH:31]=[O:32])=[CH:27]3)(=[O:24])=[O:23])=[CH:21][C:8]=2[N:7]=1)([CH3:5])[CH2:3][CH3:4], predict the reactants needed to synthesize it. The reactants are: [CH3:1][C:2]([C:6]1[N:10]([CH2:11][CH:12]2[CH2:17][CH2:16][O:15][CH2:14][CH2:13]2)[C:9]2[CH:18]=[CH:19][C:20]([S:22](Cl)(=[O:24])=[O:23])=[CH:21][C:8]=2[N:7]=1)([CH3:5])[CH2:3][CH3:4].[NH:26]1[CH:30]=[CH:29][C:28]([CH:31]=[O:32])=[CH:27]1.[H-].[Na+]. (2) The reactants are: [CH2:1]([N:4]1[C:12](=[O:13])[C:11]2[N:10]([CH2:14][O:15][CH2:16][CH2:17][Si:18]([CH3:21])([CH3:20])[CH3:19])[C:9]([C:22]3[CH:23]=[N:24][NH:25][CH:26]=3)=[N:8][C:7]=2[N:6]([CH2:27][CH2:28][CH3:29])[C:5]1=[O:30])[CH2:2][CH3:3].Br[CH2:32][CH:33]1[CH2:35][CH:34]1[C:36]1[CH:41]=[CH:40][CH:39]=[C:38]([C:42]([F:45])([F:44])[F:43])[CH:37]=1.C([O-])([O-])=O.[K+].[K+]. Given the product [CH2:1]([N:4]1[C:12](=[O:13])[C:11]2[N:10]([CH2:14][O:15][CH2:16][CH2:17][Si:18]([CH3:20])([CH3:21])[CH3:19])[C:9]([C:22]3[CH:26]=[N:25][N:24]([CH2:32][CH:33]4[CH2:35][CH:34]4[C:36]4[CH:41]=[CH:40][CH:39]=[C:38]([C:42]([F:43])([F:44])[F:45])[CH:37]=4)[CH:23]=3)=[N:8][C:7]=2[N:6]([CH2:27][CH2:28][CH3:29])[C:5]1=[O:30])[CH2:2][CH3:3], predict the reactants needed to synthesize it. (3) Given the product [Br:1][C:2]1[CH:3]=[CH:4][C:5](=[O:8])[N:6]([C:9]2[CH:14]=[CH:13][CH:12]=[CH:11][CH:10]=2)[CH:7]=1, predict the reactants needed to synthesize it. The reactants are: [Br:1][C:2]1[CH:3]=[CH:4][C:5](=[O:8])[NH:6][CH:7]=1.[C:9]1(B(O)O)[CH:14]=[CH:13][CH:12]=[CH:11][CH:10]=1.C(N(CC)CC)C.N1C=CC=CC=1. (4) Given the product [Cl:19][C:17]1[CH:18]=[C:2]([CH:3]=[C:4]([O:5][C:6]2[C:14]3[N:13]=[CH:12][NH:11][C:10]=3[CH:9]=[CH:8][C:7]=2[Cl:15])[CH:16]=1)[C:20]#[N:21], predict the reactants needed to synthesize it. The reactants are: Br[C:2]1[CH:3]=[C:4]([CH:16]=[C:17]([Cl:19])[CH:18]=1)[O:5][C:6]1[C:14]2[N:13]=[CH:12][NH:11][C:10]=2[CH:9]=[CH:8][C:7]=1[Cl:15].[CH3:20][N:21](C=O)C. (5) Given the product [CH3:9][O:10][C:11]1[CH:30]=[CH:29][C:14]2[CH2:15][C@@H:16]3[C@@H:21]([C:22]4([C:26](=[O:27])[N:25]([CH3:24])[C:1](=[O:4])[NH:23]4)[C:13]=2[CH:12]=1)[CH2:20][O:19][CH2:18][CH2:17]3, predict the reactants needed to synthesize it. The reactants are: [C:1]([O-:4])([O-])=O.[K+].[K+].IC.[CH3:9][O:10][C:11]1[CH:30]=[CH:29][C:14]2[CH2:15][CH:16]3[CH:21]([C:22]4([C:26](=[O:27])[NH:25][C:24](=O)[NH:23]4)[C:13]=2[CH:12]=1)[CH2:20][O:19][CH2:18][CH2:17]3.CN(C)C=O. (6) Given the product [NH2:19][C:3]1[CH:4]=[C:5]([CH2:8][CH2:9][CH2:10][NH:11][C:12](=[O:18])[O:13][C:14]([CH3:16])([CH3:15])[CH3:17])[CH:6]=[N:7][C:2]=1[CH3:1], predict the reactants needed to synthesize it. The reactants are: [CH3:1][C:2]1[N:7]=[CH:6][C:5]([C:8]#[C:9][CH2:10][NH:11][C:12](=[O:18])[O:13][C:14]([CH3:17])([CH3:16])[CH3:15])=[CH:4][C:3]=1[N+:19]([O-])=O.